Dataset: Catalyst prediction with 721,799 reactions and 888 catalyst types from USPTO. Task: Predict which catalyst facilitates the given reaction. Reactant: [O:1]1[C:6]2[CH:7]=[CH:8][C:9]([C:11]([OH:13])=O)=[CH:10][C:5]=2[O:4][CH2:3][CH2:2]1.[CH3:14][O:15][C:16]1[N:17]=[C:18]2[C:23](=[CH:24][CH:25]=1)[N:22]=[CH:21][CH:20]=[C:19]2[N:26]1[CH:34]=[C:33]2[C:28]([CH2:29][CH2:30][CH:31]([NH2:35])[CH2:32]2)=[N:27]1.C1C=CC2N(O)N=NC=2C=1.C(Cl)CCl. Product: [CH3:14][O:15][C:16]1[N:17]=[C:18]2[C:23](=[CH:24][CH:25]=1)[N:22]=[CH:21][CH:20]=[C:19]2[N:26]1[CH:34]=[C:33]2[C:28]([CH2:29][CH2:30][CH:31]([NH:35][C:11]([C:9]3[CH:8]=[CH:7][C:6]4[O:1][CH2:2][CH2:3][O:4][C:5]=4[CH:10]=3)=[O:13])[CH2:32]2)=[N:27]1. The catalyst class is: 121.